This data is from Forward reaction prediction with 1.9M reactions from USPTO patents (1976-2016). The task is: Predict the product of the given reaction. Given the reactants [Br:1][C:2]1[CH:3]=[CH:4][C:5]([O:9][CH2:10][CH3:11])=[C:6]([OH:8])[CH:7]=1.C([O-])([O-])=O.[K+].[K+].Br[CH:19]1[CH2:22][CH2:21][CH2:20]1, predict the reaction product. The product is: [Br:1][C:2]1[CH:3]=[CH:4][C:5]([O:9][CH2:10][CH3:11])=[C:6]([O:8][CH:19]2[CH2:22][CH2:21][CH2:20]2)[CH:7]=1.